Dataset: Forward reaction prediction with 1.9M reactions from USPTO patents (1976-2016). Task: Predict the product of the given reaction. (1) Given the reactants [CH3:1][O:2][C:3]1[CH:4]=[C:5]([C:13]2[N:22]=[C:21]([C:23]([OH:25])=O)[C:20]3[C:15](=[CH:16][CH:17]=[CH:18][CH:19]=3)[N:14]=2)[CH:6]=[C:7]([O:11][CH3:12])[C:8]=1[O:9][CH3:10].Cl.[OH:27][C:28]1[C:37]([O:38][CH3:39])=[CH:36][CH:35]=[C:34]2[C:29]=1[CH2:30][CH2:31][NH:32][CH2:33]2, predict the reaction product. The product is: [CH3:12][O:11][C:7]1[CH:6]=[C:5]([C:13]2[N:22]=[C:21]([C:23]([N:32]3[CH2:31][CH2:30][C:29]4[C:34](=[CH:35][CH:36]=[C:37]([O:38][CH3:39])[C:28]=4[OH:27])[CH2:33]3)=[O:25])[C:20]3[C:15](=[CH:16][CH:17]=[CH:18][CH:19]=3)[N:14]=2)[CH:4]=[C:3]([O:2][CH3:1])[C:8]=1[O:9][CH3:10]. (2) The product is: [C:15]([O:14][C:12](=[O:13])[N:19]([CH2:21][C:22]([N:51]1[CH2:52][CH2:53][N:48]([C:44]2[CH:45]=[CH:46][CH:47]=[C:42]([CH2:41][S:38]([CH:37]=[C:35]3[CH2:34][N:33]([CH:32]([C:29]4[CH:28]=[CH:27][C:26]([Cl:25])=[CH:31][CH:30]=4)[C:54]4[CH:59]=[CH:58][C:57]([Cl:60])=[CH:56][CH:55]=4)[CH2:36]3)(=[O:39])=[O:40])[CH:43]=2)[CH2:49][CH2:50]1)=[O:24])[CH3:20])([CH3:16])([CH3:17])[CH3:18]. Given the reactants CCN=C=NCCCN(C)C.[C:12]([N:19]([CH2:21][C:22]([OH:24])=O)[CH3:20])([O:14][C:15]([CH3:18])([CH3:17])[CH3:16])=[O:13].[Cl:25][C:26]1[CH:31]=[CH:30][C:29]([CH:32]([C:54]2[CH:59]=[CH:58][C:57]([Cl:60])=[CH:56][CH:55]=2)[N:33]2[CH2:36][C:35](=[CH:37][S:38]([CH2:41][C:42]3[CH:43]=[C:44]([N:48]4[CH2:53][CH2:52][NH:51][CH2:50][CH2:49]4)[CH:45]=[CH:46][CH:47]=3)(=[O:40])=[O:39])[CH2:34]2)=[CH:28][CH:27]=1, predict the reaction product. (3) The product is: [F:1][CH:2]1[CH2:7][CH2:6][N:5]([CH2:8][C:9]2[CH:18]=[C:17]3[C:12]([C@H:13]([N:19]4[CH:23]=[C:22]([CH2:24][C@@H:25]([NH:30][S:31]([C:34]5[CH:39]=[CH:38][C:37]([CH3:40])=[CH:36][CH:35]=5)(=[O:32])=[O:33])[C:26]([OH:28])=[O:27])[N:21]=[N:20]4)[CH2:14][CH2:15][O:16]3)=[CH:11][CH:10]=2)[CH2:4][CH2:3]1. Given the reactants [F:1][CH:2]1[CH2:7][CH2:6][N:5]([CH2:8][C:9]2[CH:18]=[C:17]3[C:12]([C@H:13]([N:19]4[CH:23]=[C:22]([CH2:24][C@@H:25]([NH:30][S:31]([C:34]5[CH:39]=[CH:38][C:37]([CH3:40])=[CH:36][CH:35]=5)(=[O:33])=[O:32])[C:26]([O:28]C)=[O:27])[N:21]=[N:20]4)[CH2:14][CH2:15][O:16]3)=[CH:11][CH:10]=2)[CH2:4][CH2:3]1.[Li+].[OH-], predict the reaction product. (4) Given the reactants [Br:1][C:2]1[S:6][N:5]=[C:4]([CH2:7]Br)[CH:3]=1.C(N(CC)CC)C.[NH:16]1[CH2:21][CH2:20][CH2:19][CH2:18][CH2:17]1, predict the reaction product. The product is: [Br:1][C:2]1[S:6][N:5]=[C:4]([CH2:7][N:16]2[CH2:21][CH2:20][CH2:19][CH2:18][CH2:17]2)[CH:3]=1. (5) Given the reactants [CH2:1]([C:4]1[C:13]([NH:14][C@H:15]2[CH2:20][CH2:19][C@@H:18]([NH:21][C:22]([O:24][C:25]([CH3:28])([CH3:27])[CH3:26])=[O:23])[CH2:17][CH2:16]2)=[CH:12][CH:11]=[CH:10][C:5]=1[C:6]([O:8][CH3:9])=[O:7])[CH:2]=[CH2:3].[CH:29](=O)[CH3:30].CC(O)=O.[BH-](OC(C)=O)(OC(C)=O)OC(C)=O.[Na+], predict the reaction product. The product is: [CH2:1]([C:4]1[C:13]([N:14]([C@H:15]2[CH2:20][CH2:19][C@@H:18]([NH:21][C:22]([O:24][C:25]([CH3:28])([CH3:27])[CH3:26])=[O:23])[CH2:17][CH2:16]2)[CH2:29][CH3:30])=[CH:12][CH:11]=[CH:10][C:5]=1[C:6]([O:8][CH3:9])=[O:7])[CH:2]=[CH2:3]. (6) Given the reactants P(Cl)(Cl)(Cl)=O.[F:6][C:7]1[CH:12]=[CH:11][CH:10]=[CH:9][C:8]=1[CH2:13][C:14]([OH:16])=O.C([O-])(O)=O.[Na+].[OH-].[Na+].[CH3:24][N:25]([CH3:28])[CH:26]=O, predict the reaction product. The product is: [CH3:24][N:25]([CH3:28])[CH:26]=[C:13]([C:8]1[CH:9]=[CH:10][CH:11]=[CH:12][C:7]=1[F:6])[CH:14]=[O:16].